From a dataset of Forward reaction prediction with 1.9M reactions from USPTO patents (1976-2016). Predict the product of the given reaction. (1) Given the reactants C(O[C@H:5]1[C@@H:9]([O:10][C:11](=[O:13])[CH3:12])[C@H:8]([N:14]2[CH:22]=[N:21][C:20]3[C:15]2=[N:16][C:17]([Cl:32])=[N:18][C:19]=3[NH:23][C:24]2[CH:29]=[CH:28][C:27]([Cl:30])=[CH:26][C:25]=2[F:31])[O:7][C@@H:6]1[CH2:33][O:34]C(=O)C)(=O)C.[CH3:38]O, predict the reaction product. The product is: [Cl:32][C:17]1[N:16]=[C:15]2[C:20]([N:21]=[CH:22][N:14]2[C@H:8]2[C@@H:9]3[O:10][C:11]([CH3:12])([CH3:38])[O:13][C@@H:5]3[C@@H:6]([CH2:33][OH:34])[O:7]2)=[C:19]([NH:23][C:24]2[CH:29]=[CH:28][C:27]([Cl:30])=[CH:26][C:25]=2[F:31])[N:18]=1. (2) Given the reactants [C:1]([C:4]1[C:14]([O:15]CC2C=CC=CC=2)=[CH:13][CH:12]=[C:11]([O:23][C:24]2[C:32]([CH3:33])=[CH:31][C:30]([N+:34]([O-:36])=[O:35])=[C:29]3[C:25]=2[CH2:26][CH2:27][CH2:28]3)[C:5]=1[C:6]([O:8][CH2:9][CH3:10])=[O:7])(=[O:3])[CH3:2], predict the reaction product. The product is: [C:1]([C:4]1[C:14]([OH:15])=[CH:13][CH:12]=[C:11]([O:23][C:24]2[C:32]([CH3:33])=[CH:31][C:30]([N+:34]([O-:36])=[O:35])=[C:29]3[C:25]=2[CH2:26][CH2:27][CH2:28]3)[C:5]=1[C:6]([O:8][CH2:9][CH3:10])=[O:7])(=[O:3])[CH3:2]. (3) Given the reactants Cl.[CH3:2][NH:3][O:4][CH3:5].Cl[C:7](=[O:13])[C:8]([O:10][CH2:11][CH3:12])=[O:9].C(N(CC)CC)C, predict the reaction product. The product is: [CH3:5][O:4][N:3]([CH3:2])[C:7](=[O:13])[C:8]([O:10][CH2:11][CH3:12])=[O:9]. (4) The product is: [CH3:16][N:2]([CH3:1])[CH2:3][CH2:4][CH2:5][O:6][C:7]1[CH:8]=[CH:9][C:10]([NH2:13])=[CH:11][CH:12]=1. Given the reactants [CH3:1][N:2]([CH3:16])[CH2:3][CH2:4][CH2:5][O:6][C:7]1[CH:12]=[CH:11][C:10]([N+:13]([O-])=O)=[CH:9][CH:8]=1.C(O)=O, predict the reaction product. (5) Given the reactants [OH:1][C:2]1[C:7]([C:8]2[CH:13]=[CH:12][CH:11]=[CH:10][CH:9]=2)=[CH:6][N:5]=[CH:4][C:3]=1[C:14]1[CH:19]=[CH:18][CH:17]=[CH:16][CH:15]=1.[H-].[Na+].Cl[C:23]1[N:31]=[CH:30][N:29]=[C:28]2[C:24]=1[NH:25][CH:26]=[N:27]2, predict the reaction product. The product is: [O:1]=[C:2]1[C:7]([C:8]2[CH:13]=[CH:12][CH:11]=[CH:10][CH:9]=2)=[CH:6][N:5]([C:23]2[N:31]=[CH:30][N:29]=[C:28]3[C:24]=2[NH:25][CH:26]=[N:27]3)[CH:4]=[C:3]1[C:14]1[CH:15]=[CH:16][CH:17]=[CH:18][CH:19]=1. (6) The product is: [N+:13]([C:16]1[C:21]2[N:22]([CH:25]([CH3:26])[C:3]#[N:4])[CH:23]=[N:24][C:20]=2[CH:19]=[CH:18][CH:17]=1)([O-:15])=[O:14]. Given the reactants BrC(C)[C:3]#[N:4].C([NH+](CC)CC)C.[N+:13]([C:16]1[C:21]2[N:22]([CH2:25][C:26]([O-])=O)[CH:23]=[N:24][C:20]=2[CH:19]=[CH:18][CH:17]=1)([O-:15])=[O:14], predict the reaction product.